Dataset: Forward reaction prediction with 1.9M reactions from USPTO patents (1976-2016). Task: Predict the product of the given reaction. Given the reactants CN(C(ON1N=NC2C=CC=NC1=2)=[N+](C)C)C.F[P-](F)(F)(F)(F)F.[C:25]([C:29]1[CH:30]=[C:31]([N+:38]([O-:40])=[O:39])[C:32]([O:36][CH3:37])=[C:33]([CH:35]=1)[NH2:34])([CH3:28])([CH3:27])[CH3:26].[CH2:41]([O:48][CH2:49][C:50](O)=[O:51])[C:42]1[CH:47]=[CH:46][CH:45]=[CH:44][CH:43]=1.CCN(C(C)C)C(C)C, predict the reaction product. The product is: [CH2:41]([O:48][CH2:49][C:50]([NH:34][C:33]1[CH:35]=[C:29]([C:25]([CH3:28])([CH3:26])[CH3:27])[CH:30]=[C:31]([N+:38]([O-:40])=[O:39])[C:32]=1[O:36][CH3:37])=[O:51])[C:42]1[CH:47]=[CH:46][CH:45]=[CH:44][CH:43]=1.